From a dataset of Peptide-MHC class II binding affinity with 134,281 pairs from IEDB. Regression. Given a peptide amino acid sequence and an MHC pseudo amino acid sequence, predict their binding affinity value. This is MHC class II binding data. (1) The peptide sequence is ILVLILAHPSKRSQK. The MHC is DRB1_1501 with pseudo-sequence DRB1_1501. The binding affinity (normalized) is 0.888. (2) The peptide sequence is APGAAAAPLSWSKDI. The MHC is DRB1_0802 with pseudo-sequence DRB1_0802. The binding affinity (normalized) is 0.0869. (3) The peptide sequence is VTLRIRNVRFSDEGG. The MHC is HLA-DPA10103-DPB10401 with pseudo-sequence HLA-DPA10103-DPB10401. The binding affinity (normalized) is 0.598. (4) The peptide sequence is KTLILLETFVRVNPD. The MHC is DRB1_0701 with pseudo-sequence DRB1_0701. The binding affinity (normalized) is 0.584. (5) The peptide sequence is NPMTVFWSKMAQSMT. The MHC is DRB3_0101 with pseudo-sequence DRB3_0101. The binding affinity (normalized) is 0.229. (6) The MHC is DRB1_1602 with pseudo-sequence DRB1_1602. The peptide sequence is YDKFLANVCTVLTGK. The binding affinity (normalized) is 0.591.